This data is from Full USPTO retrosynthesis dataset with 1.9M reactions from patents (1976-2016). The task is: Predict the reactants needed to synthesize the given product. (1) Given the product [O:1]1[C:8]2[CH:7]=[C:6]([C:9]([O:11][CH:13]([CH3:14])[CH3:12])=[O:10])[NH:5][C:4]=2[CH:3]=[CH:2]1, predict the reactants needed to synthesize it. The reactants are: [O:1]1[C:8]2[CH:7]=[C:6]([C:9]([OH:11])=[O:10])[NH:5][C:4]=2[CH:3]=[CH:2]1.[CH3:12][CH:13](O)[CH3:14]. (2) Given the product [C:31]([O:35][C:36](=[O:48])[CH2:37][O:38][C:39]1[CH:44]=[CH:43][C:42]([Cl:45])=[CH:41][C:40]=1[C:46]#[C:47][C:52]1[CH:53]=[C:54]([S:56]([CH3:59])(=[O:57])=[O:58])[CH:55]=[CH:50][C:51]=1[CH2:60][CH2:61][CH3:62])([CH3:34])([CH3:33])[CH3:32], predict the reactants needed to synthesize it. The reactants are: C(OC(=O)COC1C=CC(Cl)=CC=1C#CC1C=CC=C(S(CCC)(=O)=O)C=1)(C)(C)C.[C:31]([O:35][C:36](=[O:48])[CH2:37][O:38][C:39]1[CH:44]=[CH:43][C:42]([Cl:45])=[CH:41][C:40]=1[C:46]#[CH:47])([CH3:34])([CH3:33])[CH3:32].I[C:50]1[CH:55]=[C:54]([S:56]([CH3:59])(=[O:58])=[O:57])[CH:53]=[CH:52][C:51]=1[CH2:60][CH2:61][CH3:62].